The task is: Predict which catalyst facilitates the given reaction.. This data is from Catalyst prediction with 721,799 reactions and 888 catalyst types from USPTO. (1) The catalyst class is: 4. Reactant: [CH3:1]N(C)CCCN=C=NCC.[C:12]([C@@:20]([C:35]([OH:37])=[O:36])([OH:34])[C@@:21]([C:26](=[O:33])[C:27]1[CH:32]=[CH:31][CH:30]=[CH:29][CH:28]=1)([OH:25])[C:22]([OH:24])=[O:23])(=[O:19])[C:13]1[CH:18]=[CH:17][CH:16]=[CH:15][CH:14]=1.O.ON1C2C=CC=CC=2N=N1.CO. Product: [CH3:1][O:36][C:35](=[O:37])[C@@:20]([C:12](=[O:19])[C:13]1[CH:18]=[CH:17][CH:16]=[CH:15][CH:14]=1)([C@:21]([C:26](=[O:33])[C:27]1[CH:32]=[CH:31][CH:30]=[CH:29][CH:28]=1)([C:22]([OH:24])=[O:23])[OH:25])[OH:34]. (2) Reactant: Br[C:2]1[C:14]2[C:13]3[C:8](=[CH:9][CH:10]=[C:11]([F:15])[CH:12]=3)[N:7](C(OC(C)(C)C)=O)[C:6]=2[C:5]([O:23][CH3:24])=[C:4]2[NH:25][C:26]3[CH:27]=[CH:28][C:29]([F:32])=[CH:30][C:31]=3[C:3]=12.[NH:33]1[CH2:37][CH2:36][CH2:35][CH2:34]1.C1C=CC(P(C2C(C3C(P(C4C=CC=CC=4)C4C=CC=CC=4)=CC=C4C=3C=CC=C4)=C3C(C=CC=C3)=CC=2)C2C=CC=CC=2)=CC=1.CC([O-])(C)C.[Na+].C(O)(C(F)(F)F)=O. Product: [F:15][C:11]1[CH:12]=[C:13]2[C:8](=[CH:9][CH:10]=1)[NH:7][C:6]1[C:5]([O:23][CH3:24])=[C:4]3[NH:25][C:26]4[CH:27]=[CH:28][C:29]([F:32])=[CH:30][C:31]=4[C:3]3=[C:2]([N:33]3[CH2:37][CH2:36][CH2:35][CH2:34]3)[C:14]2=1. The catalyst class is: 318. (3) Reactant: CCN(C(C)C)C(C)C.C1C=CC2N(O)N=NC=2C=1.CCN=C=NCCCN(C)C.[F:31][C:32]1[CH:37]=[CH:36][CH:35]=[CH:34][C:33]=1[N:38]1[CH:42]=[C:41]([C:43]([OH:45])=O)[N:40]=[N:39]1.FC1C=CC=CC=1N.[ClH:54].[NH2:55][CH2:56][C:57]([N:59]1[CH2:64][CH2:63][N:62]([C:65](=[O:75])[C:66]2[CH:71]=[C:70](F)[C:69](F)=[C:68]([F:74])[CH:67]=2)[CH2:61][CH2:60]1)=[O:58].FC1C=C(C=C(F)C=1F)C(O)=O. Product: [Cl:54][C:71]1[CH:70]=[CH:69][C:68]([F:74])=[CH:67][C:66]=1[C:65]([N:62]1[CH2:61][CH2:60][N:59]([C:57](=[O:58])[CH2:56][NH:55][C:43]([C:41]2[N:40]=[N:39][N:38]([C:33]3[CH:34]=[CH:35][CH:36]=[CH:37][C:32]=3[F:31])[CH:42]=2)=[O:45])[CH2:64][CH2:63]1)=[O:75]. The catalyst class is: 18.